Dataset: Forward reaction prediction with 1.9M reactions from USPTO patents (1976-2016). Task: Predict the product of the given reaction. Given the reactants Cl.[C:2]([C:5]1[CH:6]=[CH:7][C:8]([Cl:51])=[C:9]([C:11]2[CH:16]=[CH:15][CH:14]=[C:13]([CH2:17][C@H:18]([NH:33][C:34]([C@H:36]3[CH2:41][CH2:40][C@H:39]([CH2:42][NH:43]C(=O)OC(C)(C)C)[CH2:38][CH2:37]3)=[O:35])[C:19](=[O:32])[NH:20][C:21]3[CH:26]=[CH:25][C:24]([C:27]4[NH:31][N:30]=[N:29][N:28]=4)=[CH:23][CH:22]=3)[CH:12]=2)[CH:10]=1)(=[O:4])[NH2:3].C(#N)C, predict the reaction product. The product is: [ClH:51].[NH2:43][CH2:42][C@H:39]1[CH2:38][CH2:37][C@H:36]([C:34]([NH:33][C@H:18]([C:19](=[O:32])[NH:20][C:21]2[CH:22]=[CH:23][C:24]([C:27]3[NH:31][N:30]=[N:29][N:28]=3)=[CH:25][CH:26]=2)[CH2:17][C:13]2[CH:12]=[C:11]([C:9]3[C:8]([Cl:51])=[CH:7][CH:6]=[C:5]([C:2]([NH2:3])=[O:4])[CH:10]=3)[CH:16]=[CH:15][CH:14]=2)=[O:35])[CH2:41][CH2:40]1.